From a dataset of Forward reaction prediction with 1.9M reactions from USPTO patents (1976-2016). Predict the product of the given reaction. (1) Given the reactants [Cl:1][CH2:2][CH:3]([OH:6])[CH2:4][Cl:5].C([N-]C(C)C)(C)C.F[C:15]1[CH:20]=[CH:19][CH:18]=[CH:17][C:16]=1[N+:21]([O-:23])=[O:22], predict the reaction product. The product is: [Cl:1][CH2:2][CH:3]([CH2:4][Cl:5])[O:6][C:15]1[CH:20]=[CH:19][CH:18]=[CH:17][C:16]=1[N+:21]([O-:23])=[O:22]. (2) Given the reactants [F:1][C:2]1[CH:7]=[C:6]([F:8])[CH:5]=[C:4](F)[C:3]=1[N+:10]([O-:12])=[O:11].[NH3:13], predict the reaction product. The product is: [F:1][C:2]1[C:3]([N+:10]([O-:12])=[O:11])=[C:4]([CH:5]=[C:6]([F:8])[CH:7]=1)[NH2:13]. (3) Given the reactants [CH3:1][O:2][C:3]1[CH:4]=[C:5]([N:11]2[C:16](=[O:17])[NH:15][C:14]3[N:18]=[CH:19][CH:20]=[CH:21][C:13]=3[S:12]2(=[O:23])=[O:22])[CH:6]=[N:7][C:8]=1[O:9][CH3:10].[Cl:24][C:25]1[CH:32]=[C:31]([F:33])[CH:30]=[C:29]([F:34])[C:26]=1[CH2:27]O.CN(C(/N=N/C(N(C)C)=O)=O)C.C1(P(C2C=CC=CC=2)C2C=CC=CC=2)C=CC=CC=1.COC1C=C(N2C(=O)N(CC3C(C)=CC(F)=CN=3)C3C=CC=CC=3S2(=O)=O)C=C(OC)N=1, predict the reaction product. The product is: [Cl:24][C:25]1[CH:32]=[C:31]([F:33])[CH:30]=[C:29]([F:34])[C:26]=1[CH2:27][N:15]1[C:14]2[N:18]=[CH:19][CH:20]=[CH:21][C:13]=2[S:12](=[O:22])(=[O:23])[N:11]([C:5]2[CH:6]=[N:7][C:8]([O:9][CH3:10])=[C:3]([O:2][CH3:1])[CH:4]=2)[C:16]1=[O:17]. (4) Given the reactants [N:1]1([C@H:7]2[CH2:10][C@H:9]([O:11][C:12]3[CH:17]=[CH:16][C:15]([C:18]4[S:19][C:20]5[CH2:21][N:22]([C:27]6[CH2:30][C:29](=[O:31])[CH:28]=6)[CH2:23][CH2:24][C:25]=5[N:26]=4)=[CH:14][CH:13]=3)[CH2:8]2)[CH2:6][CH2:5][CH2:4][CH2:3][CH2:2]1.[BH4-].[Na+], predict the reaction product. The product is: [N:1]1([C@H:7]2[CH2:8][C@H:9]([O:11][C:12]3[CH:17]=[CH:16][C:15]([C:18]4[S:19][C:20]5[CH2:21][N:22]([C@@H:27]6[CH2:28][C@H:29]([OH:31])[CH2:30]6)[CH2:23][CH2:24][C:25]=5[N:26]=4)=[CH:14][CH:13]=3)[CH2:10]2)[CH2:2][CH2:3][CH2:4][CH2:5][CH2:6]1. (5) Given the reactants Cl[C:2]1[C:11]2[C:6](=[CH:7][C:8]([S:12]([O:15][C:16]3[C:21]([F:22])=[C:20]([F:23])[C:19]([F:24])=[C:18]([F:25])[C:17]=3[F:26])(=[O:14])=[O:13])=[CH:9][CH:10]=2)[CH:5]=[CH:4][N:3]=1.[CH3:27][O:28][C:29]1[CH:30]=[C:31]([C:38]2[CH:43]=[CH:42][CH:41]=[CH:40][CH:39]=2)[CH:32]=[CH:33][C:34]=1B(O)O.C([O-])([O-])=O.[K+].[K+], predict the reaction product. The product is: [CH3:27][O:28][C:29]1[CH:30]=[C:31]([C:38]2[CH:43]=[CH:42][CH:41]=[CH:40][CH:39]=2)[CH:32]=[CH:33][C:34]=1[C:2]1[C:11]2[C:6](=[CH:7][C:8]([S:12]([O:15][C:16]3[C:21]([F:22])=[C:20]([F:23])[C:19]([F:24])=[C:18]([F:25])[C:17]=3[F:26])(=[O:14])=[O:13])=[CH:9][CH:10]=2)[CH:5]=[CH:4][N:3]=1. (6) Given the reactants ClC1C=C(NC2N=C(C3C(C4C=C(NC(=O)C5C(F)=CC=CC=5F)C=CC=4)=NN4C=CC=CC=34)C=CN=2)C=CC=1OCCN(C)C.[F:47][C:48]1[CH:53]=[C:52]([N+:54]([O-])=O)[CH:51]=[CH:50][C:49]=1[O:57][CH2:58][CH2:59][O:60][CH3:61], predict the reaction product. The product is: [F:47][C:48]1[CH:53]=[C:52]([NH2:54])[CH:51]=[CH:50][C:49]=1[O:57][CH2:58][CH2:59][O:60][CH3:61]. (7) Given the reactants [CH3:1][C:2]1[O:3][C:4]2[C:9]([C:10](=[O:12])[CH:11]=1)=[CH:8][CH:7]=[CH:6][C:5]=2[CH:13]=O.[C:15]([O:21][CH:22]1[CH2:25][CH2:24][CH2:23]1)(=[O:20])[CH2:16][C:17]([CH3:19])=[O:18], predict the reaction product. The product is: [CH3:1][C:2]1[O:3][C:4]2[C:9]([C:10](=[O:12])[CH:11]=1)=[CH:8][CH:7]=[CH:6][C:5]=2[CH:13]=[C:16]([C:17](=[O:18])[CH3:19])[C:15]([O:21][CH:22]1[CH2:23][CH2:24][CH2:25]1)=[O:20].